Task: Predict which catalyst facilitates the given reaction.. Dataset: Catalyst prediction with 721,799 reactions and 888 catalyst types from USPTO (1) Reactant: [NH2:1][CH:2]1[CH2:6][N:5]([C:7]2[CH:8]=[CH:9][C:10]3[O:15][CH2:14][C:13](=[O:16])[NH:12][C:11]=3[CH:17]=2)[C:4](=[O:18])[CH2:3]1.[CH3:19][O:20][C:21]1[CH:22]=[CH:23][C:24]2[N:29]=[CH:28][C:27](=[O:30])[N:26]([CH2:31][CH2:32][CH2:33][CH:34]=O)[C:25]=2[N:36]=1.S([O-])([O-])(=O)=O.[Na+].[Na+].C(O[BH-](OC(=O)C)OC(=O)C)(=O)C.[Na+].C(=O)([O-])O.[Na+]. Product: [CH3:19][O:20][C:21]1[CH:22]=[CH:23][C:24]2[N:29]=[CH:28][C:27](=[O:30])[N:26]([CH2:31][CH2:32][CH2:33][CH2:34][NH:1][CH:2]3[CH2:3][C:4](=[O:18])[N:5]([C:7]4[CH:8]=[CH:9][C:10]5[O:15][CH2:14][C:13](=[O:16])[NH:12][C:11]=5[CH:17]=4)[CH2:6]3)[C:25]=2[N:36]=1. The catalyst class is: 204. (2) Reactant: Cl[C:2]([O:4][C:5]1[CH:10]=[CH:9][CH:8]=[CH:7][CH:6]=1)=[O:3].[CH:11]1([S:16]([CH2:19][C:20]2[CH:25]=[C:24]([N:26]3[CH2:31][CH2:30][O:29][CH2:28][C@@H:27]3[CH3:32])[N:23]=[C:22]([C:33]3[CH:39]=[CH:38][C:36]([NH2:37])=[CH:35][CH:34]=3)[N:21]=2)(=[O:18])=[O:17])[CH2:15][CH2:14][CH2:13][CH2:12]1.C(=O)([O-])O.[Na+]. Product: [CH:11]1([S:16]([CH2:19][C:20]2[CH:25]=[C:24]([N:26]3[CH2:31][CH2:30][O:29][CH2:28][C@@H:27]3[CH3:32])[N:23]=[C:22]([C:33]3[CH:39]=[CH:38][C:36]([NH:37][C:2](=[O:3])[O:4][C:5]4[CH:10]=[CH:9][CH:8]=[CH:7][CH:6]=4)=[CH:35][CH:34]=3)[N:21]=2)(=[O:17])=[O:18])[CH2:12][CH2:13][CH2:14][CH2:15]1. The catalyst class is: 155. (3) Reactant: [Cl:1][C:2]1[CH:17]=[CH:16][C:5]([O:6][C:7]2[CH:12]=[CH:11][C:10]([C:13](=[O:15])C)=[CH:9][CH:8]=2)=[CH:4][C:3]=1[CH3:18].Cl[O-].[Na+].S(=O)(O)[O-:23].[Na+].Cl. Product: [Cl:1][C:2]1[CH:17]=[CH:16][C:5]([O:6][C:7]2[CH:8]=[CH:9][C:10]([C:13]([OH:15])=[O:23])=[CH:11][CH:12]=2)=[CH:4][C:3]=1[CH3:18]. The catalyst class is: 8. (4) Reactant: [CH2:1]([O:3][C:4]1[CH:9]=[CH:8][CH:7]=[CH:6][C:5]=1I)[CH3:2].[CH2:11]([CH:15]1[CH2:20][CH2:19][N:18]([CH2:21][CH2:22][CH2:23][C:24]#N)[CH2:17][CH2:16]1)[CH2:12][CH2:13][CH3:14].CC[O:28]C(C)=O. Product: [CH2:11]([CH:15]1[CH2:20][CH2:19][N:18]([CH2:21][CH2:22][CH2:23][C:24]([C:5]2[CH:6]=[CH:7][CH:8]=[CH:9][C:4]=2[O:3][CH2:1][CH3:2])=[O:28])[CH2:17][CH2:16]1)[CH2:12][CH2:13][CH3:14]. The catalyst class is: 876. (5) Reactant: [C:1]1([C:7]([C:9]2[CH:10]=[N:11][C:12]([N:15]3[CH2:20][CH2:19][NH:18][CH2:17][CH2:16]3)=[N:13][CH:14]=2)=[O:8])[CH:6]=[CH:5][CH:4]=[CH:3][CH:2]=1.C(N(CC)CC)C.Cl[C:29]([O:31][CH2:32][C:33]1[CH:38]=[CH:37][CH:36]=[CH:35][CH:34]=1)=[O:30]. Product: [C:7]([C:9]1[CH:14]=[N:13][C:12]([N:15]2[CH2:20][CH2:19][N:18]([C:29]([O:31][CH2:32][C:33]3[CH:38]=[CH:37][CH:36]=[CH:35][CH:34]=3)=[O:30])[CH2:17][CH2:16]2)=[N:11][CH:10]=1)(=[O:8])[C:1]1[CH:2]=[CH:3][CH:4]=[CH:5][CH:6]=1. The catalyst class is: 4. (6) Reactant: [Cl:1][C:2]1[CH:10]=[C:9]2[C:5]([CH2:6][C:7](=[O:11])[NH:8]2)=[N:4][CH:3]=1.[Cl:12][C:13]1[C:14]([F:21])=[C:15]([CH:18]=[CH:19][CH:20]=1)[CH:16]=O.N1CCCCC1. Product: [Cl:1][C:2]1[CH:10]=[C:9]2[NH:8][C:7](=[O:11])/[C:6](=[CH:16]\[C:15]3[CH:18]=[CH:19][CH:20]=[C:13]([Cl:12])[C:14]=3[F:21])/[C:5]2=[N:4][CH:3]=1. The catalyst class is: 5. (7) Reactant: [NH2:1][C:2]1[N:3]=[CH:4][C:5]([F:32])=[C:6]2[C:10]([C:11](=[O:31])[C:12]([N:14]3[CH2:19][CH2:18][N:17]([C:20]4[N:24]([C:25]5[CH:30]=[CH:29][CH:28]=[CH:27][CH:26]=5)[N:23]=[N:22][N:21]=4)[CH2:16][CH2:15]3)=[O:13])=[CH:9][NH:8][C:7]=12.[C:33](Cl)(=[O:35])[CH3:34]. Product: [F:32][C:5]1[CH:4]=[N:3][C:2]([NH:1][C:33](=[O:35])[CH3:34])=[C:7]2[NH:8][CH:9]=[C:10]([C:11](=[O:31])[C:12](=[O:13])[N:14]3[CH2:15][CH2:16][N:17]([C:20]4[N:24]([C:25]5[CH:30]=[CH:29][CH:28]=[CH:27][CH:26]=5)[N:23]=[N:22][N:21]=4)[CH2:18][CH2:19]3)[C:6]=12. The catalyst class is: 17. (8) Product: [F:33][C:8]1[CH:7]=[C:6]([CH2:4][OH:3])[CH:11]=[CH:10][C:9]=1[CH2:12][CH2:13][C:14]1[N:19]=[CH:18][C:17]([N:20]2[CH2:21][CH2:22][N:23]([C:26]([O:28][C:29]([CH3:32])([CH3:31])[CH3:30])=[O:27])[CH2:24][CH2:25]2)=[CH:16][CH:15]=1. Reactant: C([O:3][C:4]([C:6]1[CH:11]=[CH:10][C:9]([CH2:12][CH2:13][C:14]2[N:19]=[CH:18][C:17]([N:20]3[CH2:25][CH2:24][N:23]([C:26]([O:28][C:29]([CH3:32])([CH3:31])[CH3:30])=[O:27])[CH2:22][CH2:21]3)=[CH:16][CH:15]=2)=[C:8]([F:33])[CH:7]=1)=O)C.O1CCCC1.[H-].C([Al+]CC(C)C)C(C)C.C(C(C(C([O-])=O)O)O)([O-])=O.[Na+].[K+]. The catalyst class is: 7.